Task: Binary Classification. Given a drug SMILES string, predict its activity (active/inactive) in a high-throughput screening assay against a specified biological target.. Dataset: M1 muscarinic receptor agonist screen with 61,833 compounds (1) The compound is O1C(CC(=O)NCCCN(C(C)C)Cc2ccccc2)C(=O)Nc2c1cccc2. The result is 0 (inactive). (2) The drug is O=C/1N(CCCC)C(=O)NC(=O)C1=C\NC1C(N)CCCC1. The result is 0 (inactive). (3) The compound is S(=O)(=O)(NCC(N1CCCCC1)c1occc1)c1cc(ccc1)C(=O)C. The result is 0 (inactive). (4) The molecule is FC(F)(F)c1nn(c2c1CCC2)CC(=O)NC1CCCCC1. The result is 0 (inactive). (5) The compound is O=C1N(CC2(CC=C)C(=O)NC(=O)NC2=O)CCCCC1. The result is 0 (inactive).